From a dataset of Full USPTO retrosynthesis dataset with 1.9M reactions from patents (1976-2016). Predict the reactants needed to synthesize the given product. (1) Given the product [Cl:14][CH2:15][C:16]([N:4]1[CH2:5][CH2:6][N:1]([C:7]([O:9][C:10]([CH3:13])([CH3:12])[CH3:11])=[O:8])[CH2:2][CH2:3]1)=[O:17], predict the reactants needed to synthesize it. The reactants are: [N:1]1([C:7]([O:9][C:10]([CH3:13])([CH3:12])[CH3:11])=[O:8])[CH2:6][CH2:5][NH:4][CH2:3][CH2:2]1.[Cl:14][CH2:15][C:16](Cl)=[O:17].C(N(CC)CC)C. (2) Given the product [Br:35][C:11]1[C:10](=[O:12])[N:9]([C:13]2[CH:14]=[C:15]([CH:19]=[CH:20][C:21]=2[CH3:22])[C:16]([OH:18])=[O:17])[CH:8]=[N:7][C:6]=1[O:5][CH2:4][C:3]1[CH:23]=[CH:24][C:25]([F:27])=[CH:26][C:2]=1[F:1], predict the reactants needed to synthesize it. The reactants are: [F:1][C:2]1[CH:26]=[C:25]([F:27])[CH:24]=[CH:23][C:3]=1[CH2:4][O:5][C:6]1[N:7]=[CH:8][N:9]([C:13]2[CH:14]=[C:15]([CH:19]=[CH:20][C:21]=2[CH3:22])[C:16]([OH:18])=[O:17])[C:10](=[O:12])[CH:11]=1.C1C(=O)N([Br:35])C(=O)C1. (3) Given the product [CH3:15][C:12]([CH3:13])([CH3:14])[C:11]([C:10]1[C:4]2[C:5](=[N:6][CH:7]=[C:2]([N:26]([CH3:25])[C:27](=[O:34])[C:28]3[CH:33]=[CH:32][CH:31]=[CH:30][CH:29]=3)[N:3]=2)[NH:8][CH:9]=1)=[O:16], predict the reactants needed to synthesize it. The reactants are: Br[C:2]1[N:3]=[C:4]2[C:10]([C:11](=[O:16])[C:12]([CH3:15])([CH3:14])[CH3:13])=[CH:9][N:8](COCC[Si](C)(C)C)[C:5]2=[N:6][CH:7]=1.[CH3:25][NH:26][C:27](=[O:34])[C:28]1[CH:33]=[CH:32][CH:31]=[CH:30][CH:29]=1.C([O-])([O-])=O.[K+].[K+].CNCCNC.